From a dataset of Full USPTO retrosynthesis dataset with 1.9M reactions from patents (1976-2016). Predict the reactants needed to synthesize the given product. The reactants are: [C:1]([CH2:3][C:4]1[CH:12]=[C:11]([O:13][CH3:14])[CH:10]=[CH:9][C:5]=1[C:6](O)=[O:7])#[N:2].[NH2:15][C:16]1[CH:20]=[C:19]([CH3:21])[NH:18][N:17]=1. Given the product [CH3:14][O:13][C:11]1[CH:12]=[C:4]2[C:5](=[CH:9][CH:10]=1)[C:6](=[O:7])[NH:2][C:1]([NH:15][C:16]1[CH:20]=[C:19]([CH3:21])[NH:18][N:17]=1)=[CH:3]2, predict the reactants needed to synthesize it.